This data is from Forward reaction prediction with 1.9M reactions from USPTO patents (1976-2016). The task is: Predict the product of the given reaction. (1) Given the reactants [NH2:1][C:2]1[C:7]([S:8]([NH:11][C:12]([C:14]2[CH:15]=[CH:16][C:17]([C:28]3[CH:29]=[N:30][C:31]([O:34][C@@H:35]([CH3:45])[CH2:36][O:37]CC4C=CC=CC=4)=[CH:32][CH:33]=3)=[N:18][C:19]=2[N:20]2[CH2:24][C@@H:23]([CH3:25])[CH2:22][C:21]2([CH3:27])[CH3:26])=[O:13])(=[O:10])=[O:9])=[CH:6][CH:5]=[CH:4][N:3]=1.[H][H], predict the reaction product. The product is: [NH2:1][C:2]1[C:7]([S:8]([NH:11][C:12]([C:14]2[CH:15]=[CH:16][C:17]([C:28]3[CH:29]=[N:30][C:31]([O:34][C@@H:35]([CH3:45])[CH2:36][OH:37])=[CH:32][CH:33]=3)=[N:18][C:19]=2[N:20]2[CH2:24][C@@H:23]([CH3:25])[CH2:22][C:21]2([CH3:26])[CH3:27])=[O:13])(=[O:9])=[O:10])=[CH:6][CH:5]=[CH:4][N:3]=1. (2) Given the reactants [CH2:1]([C:4]1[CH:5]=[N:6][C:7]([N:10]2[CH2:15][CH2:14][CH:13]([O:16][C:17]3[S:18][C:19]4[CH:25]=[C:24]([C:26]5[CH2:31][CH2:30][N:29]([S:32]([CH2:35][CH2:36][CH2:37][C:38]([O:40]C)=[O:39])(=[O:34])=[O:33])[CH2:28][CH:27]=5)[CH:23]=[CH:22][C:20]=4[N:21]=3)[CH2:12][CH2:11]2)=[N:8][CH:9]=1)[CH2:2][CH3:3].[OH-].[Li+].Cl, predict the reaction product. The product is: [CH2:1]([C:4]1[CH:5]=[N:6][C:7]([N:10]2[CH2:11][CH2:12][CH:13]([O:16][C:17]3[S:18][C:19]4[CH:25]=[C:24]([C:26]5[CH2:31][CH2:30][N:29]([S:32]([CH2:35][CH2:36][CH2:37][C:38]([OH:40])=[O:39])(=[O:34])=[O:33])[CH2:28][CH:27]=5)[CH:23]=[CH:22][C:20]=4[N:21]=3)[CH2:14][CH2:15]2)=[N:8][CH:9]=1)[CH2:2][CH3:3]. (3) Given the reactants C([O:3][C:4](=[O:21])[CH2:5][CH2:6][CH2:7][CH2:8][CH2:9][CH2:10][CH2:11][CH:12]=[CH:13][C:14]1[CH:19]=[CH:18][CH:17]=[CH:16][C:15]=1[F:20])C.[OH-].[Li+], predict the reaction product. The product is: [F:20][C:15]1[CH:16]=[CH:17][CH:18]=[CH:19][C:14]=1[CH:13]=[CH:12][CH2:11][CH2:10][CH2:9][CH2:8][CH2:7][CH2:6][CH2:5][C:4]([OH:21])=[O:3]. (4) Given the reactants [C:1]([C:4]1[C:13]([N:14]2[CH2:18][CH2:17][C@H:16]([NH:19][C:20](=[O:24])[CH:21]([CH3:23])[CH3:22])[CH2:15]2)=[C:12]2[C:7]([CH:8]=[CH:9][CH:10]=[N:11]2)=[C:6]([Cl:25])[CH:5]=1)(=O)[CH3:2].C([O-])(=O)C.[NH4+].C([BH3-])#[N:32].[Na+].O1CCCC1, predict the reaction product. The product is: [NH2:32][CH:1]([C:4]1[C:13]([N:14]2[CH2:18][CH2:17][C@H:16]([NH:19][C:20](=[O:24])[CH:21]([CH3:23])[CH3:22])[CH2:15]2)=[C:12]2[C:7]([CH:8]=[CH:9][CH:10]=[N:11]2)=[C:6]([Cl:25])[CH:5]=1)[CH3:2]. (5) Given the reactants [OH:1][CH2:2][C@@H:3]1[O:10][C@@H:9]2[C@@H:5]([O:6][C:7]([CH3:12])([CH3:11])[O:8]2)[C@@H:4]1[OH:13].C([O-])(O)=[O:15].[Na+].[Na+].[Br-].ClN1C(=O)N(Cl)C(=O)N(Cl)C1=O, predict the reaction product. The product is: [OH:13][C@H:4]1[C@@H:5]2[O:6][C:7]([CH3:11])([CH3:12])[O:8][C@@H:9]2[O:10][C@H:3]1[C:2]([OH:15])=[O:1]. (6) Given the reactants [CH3:1][O:2][CH2:3][C@H:4]1[CH2:8][CH2:7][CH2:6][N:5]1[S:9]([C:12]1[CH:20]=[CH:19][C:18]2[N:17]3[CH2:21][C:22]([CH3:26])([CH3:25])[CH2:23][N:24]=[C:16]3[C:15]3(OCCC[O:27]3)[C:14]=2[CH:13]=1)(=[O:11])=[O:10], predict the reaction product. The product is: [CH3:1][O:2][CH2:3][C@H:4]1[CH2:8][CH2:7][CH2:6][N:5]1[S:9]([C:12]1[CH:20]=[CH:19][C:18]2[N:17]3[CH2:21][C:22]([CH3:25])([CH3:26])[CH2:23][N:24]=[C:16]3[C:15](=[O:27])[C:14]=2[CH:13]=1)(=[O:11])=[O:10]. (7) Given the reactants [F:1][C:2]1[C:11]2[C:6](=[CH:7][CH:8]=[CH:9][CH:10]=2)[C:5]([CH2:12][C:13]([OH:15])=O)=[CH:4][CH:3]=1, predict the reaction product. The product is: [F:1][C:2]1[C:11]2[C:6]3[C:5]([CH2:12][C:13](=[O:15])[C:7]=3[CH:8]=[CH:9][CH:10]=2)=[CH:4][CH:3]=1.